The task is: Predict the reaction yield, written as a fraction of the theoretical maximum amount of product (1.0 means a 100% yield; for example, 0.34 means a 34% yield).. This data is from Reaction yield outcomes from USPTO patents with 853,638 reactions. The reactants are [CH3:1][S:2](Cl)(=[O:4])=[O:3].[Br:6][C:7]1[CH:12]=[C:11]([Cl:13])[CH:10]=[CH:9][C:8]=1[CH:14]1[CH2:19][CH:18]([OH:20])[CH2:17][CH2:16][O:15]1.CCN(CC)CC. The catalyst is C(Cl)Cl. The product is [CH3:1][S:2]([O:20][CH:18]1[CH2:17][CH2:16][O:15][CH:14]([C:8]2[CH:9]=[CH:10][C:11]([Cl:13])=[CH:12][C:7]=2[Br:6])[CH2:19]1)(=[O:4])=[O:3]. The yield is 0.340.